Predict the product of the given reaction. From a dataset of Forward reaction prediction with 1.9M reactions from USPTO patents (1976-2016). (1) Given the reactants [Cl-].[CH3:2][C:3]1[SH+:4][CH:5]=[CH:6][CH:7]=[CH:8][CH:9]=[CH:10][CH:11]=1.[I-:12].[K+], predict the reaction product. The product is: [I-:12].[CH3:2][C:3]1[SH+:4][CH:5]=[CH:6][CH:7]=[CH:8][CH:9]=[CH:10][CH:11]=1. (2) Given the reactants [Cl:1]C1C=C(OC)C(C(O)=O)=NC=1.[CH3:13][O:14][C:15]1[CH:24]=[N:23][C:22]2[C:21](=O)[N:20]=[CH:19][NH:18][C:17]=2[CH:16]=1, predict the reaction product. The product is: [Cl:1][C:21]1[C:22]2[N:23]=[CH:24][C:15]([O:14][CH3:13])=[CH:16][C:17]=2[N:18]=[CH:19][N:20]=1. (3) Given the reactants [C:1]([O:5][C@@H:6]([C:10]1[C:11]([C:29]2[CH:34]=[CH:33][C:32]([Cl:35])=[CH:31][CH:30]=2)=[C:12]2[C:17](=[CH:18][C:19]=1[CH3:20])[N:16]=[C:15]([CH2:21][CH2:22][C:23]1[CH:28]=CC=C[CH:24]=1)[CH:14]=[CH:13]2)[C:7]([OH:9])=[O:8])([CH3:4])([CH3:3])[CH3:2].C(C1CC1)#C, predict the reaction product. The product is: [C:1]([O:5][C@@H:6]([C:10]1[C:11]([C:29]2[CH:30]=[CH:31][C:32]([Cl:35])=[CH:33][CH:34]=2)=[C:12]2[C:17](=[CH:18][C:19]=1[CH3:20])[N:16]=[C:15]([CH2:21][CH2:22][CH:23]1[CH2:28][CH2:24]1)[CH:14]=[CH:13]2)[C:7]([OH:9])=[O:8])([CH3:3])([CH3:4])[CH3:2]. (4) Given the reactants [CH:1]1([C:5]([C:7]2[C@@H:8]([C:25]3[CH:32]=[CH:31][C:28]([C:29]#[N:30])=[CH:27][CH:26]=3)[NH:9][C:10](=[O:24])[N:11]([C:14]3[CH:19]=[CH:18][CH:17]=[C:16]([C:20]([F:23])([F:22])[F:21])[CH:15]=3)[C:12]=2[CH3:13])=[O:6])[CH2:4][CH2:3][CH2:2]1.Br[CH2:34][C:35]([O:37][C:38]([CH3:41])([CH3:40])[CH3:39])=[O:36].C(=O)([O-])[O-].[K+].[K+].O, predict the reaction product. The product is: [C:38]([O:37][C:35](=[O:36])[CH2:34][N:9]1[C@H:8]([C:25]2[CH:26]=[CH:27][C:28]([C:29]#[N:30])=[CH:31][CH:32]=2)[C:7]([C:5]([CH:1]2[CH2:4][CH2:3][CH2:2]2)=[O:6])=[C:12]([CH3:13])[N:11]([C:14]2[CH:19]=[CH:18][CH:17]=[C:16]([C:20]([F:22])([F:23])[F:21])[CH:15]=2)[C:10]1=[O:24])([CH3:41])([CH3:40])[CH3:39]. (5) Given the reactants [C:1]([C:3]1[CH:8]=[CH:7][C:6]([C@@H:9]2[C:14]([C:15]#[N:16])=[C:13]([CH3:17])[N:12]([C:18]3[CH:23]=[CH:22][CH:21]=[C:20]([C:24]([F:27])([F:26])[F:25])[CH:19]=3)[C:11](=[O:28])[NH:10]2)=[C:5]([N+:29]([O-:31])=[O:30])[CH:4]=1)#[N:2].[CH3:32][Si](C)(C)[N-][Si](C)(C)C.[Li+].IC, predict the reaction product. The product is: [C:1]([C:3]1[CH:8]=[CH:7][C:6]([C@@H:9]2[C:14]([C:15]#[N:16])=[C:13]([CH3:17])[N:12]([C:18]3[CH:23]=[CH:22][CH:21]=[C:20]([C:24]([F:26])([F:27])[F:25])[CH:19]=3)[C:11](=[O:28])[N:10]2[CH3:32])=[C:5]([N+:29]([O-:31])=[O:30])[CH:4]=1)#[N:2].